This data is from NCI-60 drug combinations with 297,098 pairs across 59 cell lines. The task is: Regression. Given two drug SMILES strings and cell line genomic features, predict the synergy score measuring deviation from expected non-interaction effect. Drug 1: CN(C(=O)NC(C=O)C(C(C(CO)O)O)O)N=O. Drug 2: CC(C)CN1C=NC2=C1C3=CC=CC=C3N=C2N. Cell line: KM12. Synergy scores: CSS=-35.1, Synergy_ZIP=16.1, Synergy_Bliss=4.01, Synergy_Loewe=-34.7, Synergy_HSA=-34.7.